Dataset: hERG potassium channel inhibition data for cardiac toxicity prediction from Karim et al.. Task: Regression/Classification. Given a drug SMILES string, predict its toxicity properties. Task type varies by dataset: regression for continuous values (e.g., LD50, hERG inhibition percentage) or binary classification for toxic/non-toxic outcomes (e.g., AMES mutagenicity, cardiotoxicity, hepatotoxicity). Dataset: herg_karim. The drug is CN(C)c1nc(Cc2ccc(NC(=O)c3ccc(C(F)(F)F)cc3)cc2)nc(N(C)C)c1CC(=O)O. The result is 0 (non-blocker).